This data is from Forward reaction prediction with 1.9M reactions from USPTO patents (1976-2016). The task is: Predict the product of the given reaction. (1) Given the reactants [N+:1]([C:4]1[CH:9]=[CH:8][CH:7]=[CH:6][C:5]=1[C:10]1[S:14][C:13]([C:15]([O:17]CC)=O)=[N:12][N:11]=1)([O-])=O.CO.[CH2:22]([N:24](CC)CC)C, predict the reaction product. The product is: [NH2:1][C:4]1[CH:9]=[CH:8][CH:7]=[CH:6][C:5]=1[C:10]1[S:14][C:13]([C:15]([NH:24][CH3:22])=[O:17])=[N:12][N:11]=1. (2) Given the reactants [Br:1][C:2]1[N:3]=[CH:4][N:5]([C:17]2[CH:22]=[CH:21][C:20]([F:23])=[CH:19][CH:18]=2)[C:6]=1[C:7]1[C:12]([F:13])=[CH:11][CH:10]=[C:9]([O:14][CH3:15])[C:8]=1[F:16].[Br:24]N1C(=O)CCC1=O, predict the reaction product. The product is: [Br:24][C:4]1[N:5]([C:17]2[CH:22]=[CH:21][C:20]([F:23])=[CH:19][CH:18]=2)[C:6]([C:7]2[C:12]([F:13])=[CH:11][CH:10]=[C:9]([O:14][CH3:15])[C:8]=2[F:16])=[C:2]([Br:1])[N:3]=1.